The task is: Regression. Given a peptide amino acid sequence and an MHC pseudo amino acid sequence, predict their binding affinity value. This is MHC class I binding data.. This data is from Peptide-MHC class I binding affinity with 185,985 pairs from IEDB/IMGT. (1) The peptide sequence is YPARVKCAL. The MHC is HLA-A69:01 with pseudo-sequence HLA-A69:01. The binding affinity (normalized) is 0.0847. (2) The peptide sequence is LSEISFHLV. The MHC is HLA-A01:01 with pseudo-sequence HLA-A01:01. The binding affinity (normalized) is 0.644.